This data is from Forward reaction prediction with 1.9M reactions from USPTO patents (1976-2016). The task is: Predict the product of the given reaction. (1) Given the reactants O[C:2]1([CH2:13][C:14]([N:16]([CH3:18])[CH3:17])=[O:15])[C:10]2[C:5](=[CH:6][CH:7]=[C:8]([I:11])[CH:9]=2)[NH:4][C:3]1=O.B(F)(F)F.CCOCC, predict the reaction product. The product is: [I:11][C:8]1[CH:9]=[C:10]2[C:5](=[CH:6][CH:7]=1)[NH:4][CH:3]=[C:2]2[CH2:13][C:14]([N:16]([CH3:17])[CH3:18])=[O:15]. (2) Given the reactants [Br:1][C:2]1[CH:3]=[N:4][C:5]([O:8]N2C3=NC=CC=C3N=N2)=[N:6][CH:7]=1.[N:18]1[CH:23]=[CH:22][CH:21]=[C:20](B(O)O)[CH:19]=1.C([O-])([O-])=O.[Cs+].[Cs+], predict the reaction product. The product is: [Br:1][C:2]1[CH:7]=[N:6][C:5]([O:8][C:20]2[CH:19]=[N:18][CH:23]=[CH:22][CH:21]=2)=[N:4][CH:3]=1. (3) Given the reactants [N:1]1[CH:6]=[CH:5][C:4]([N:7]2[CH2:12][CH2:11][CH:10]([CH2:13][NH:14][C:15]3[C:20]([NH2:21])=[CH:19][CH:18]=[CH:17][N:16]=3)[CH2:9][CH2:8]2)=[CH:3][CH:2]=1.[F:22][C:23]1[CH:24]=[C:25]([CH:29]=[CH:30][C:31]=1[O:32][CH3:33])[C:26](Cl)=[O:27], predict the reaction product. The product is: [F:22][C:23]1[CH:24]=[C:25]([CH:29]=[CH:30][C:31]=1[O:32][CH3:33])[C:26]([NH:21][C:20]1[C:15]([NH:14][CH2:13][CH:10]2[CH2:11][CH2:12][N:7]([C:4]3[CH:5]=[CH:6][N:1]=[CH:2][CH:3]=3)[CH2:8][CH2:9]2)=[N:16][CH:17]=[CH:18][CH:19]=1)=[O:27].